This data is from Forward reaction prediction with 1.9M reactions from USPTO patents (1976-2016). The task is: Predict the product of the given reaction. (1) Given the reactants [Cl:1][C:2]1[CH:7]=[CH:6][C:5]([CH2:8][CH:9]([N:13]2[CH2:17][CH2:16][CH2:15][CH2:14]2)[C:10](=O)[CH3:11])=[CH:4][CH:3]=1.N1C=CC=CC=1.Cl.[NH2:25][OH:26], predict the reaction product. The product is: [Cl:1][C:2]1[CH:7]=[CH:6][C:5]([CH2:8][CH:9]([N:13]2[CH2:17][CH2:16][CH2:15][CH2:14]2)[C:10](=[N:25][OH:26])[CH3:11])=[CH:4][CH:3]=1. (2) Given the reactants [OH:1][C:2]1[CH:11]=[CH:10][C:5]2[C:6](=[O:9])[CH2:7][O:8][C:4]=2[CH:3]=1.[Br:12][C:13]1[CH:14]=[C:15]2[C:19](=[CH:20][CH:21]=1)[NH:18][CH:17]=[C:16]2[CH:22]=O.Cl, predict the reaction product. The product is: [Br:12][C:13]1[CH:14]=[C:15]2[C:19](=[CH:20][CH:21]=1)[NH:18][CH:17]=[C:16]2/[CH:22]=[C:7]1\[O:8][C:4]2[CH:3]=[C:2]([OH:1])[CH:11]=[CH:10][C:5]=2[C:6]\1=[O:9]. (3) Given the reactants [N:1]1[C:2]2[N:3]([N:8]=[CH:9][CH:10]=2)[C:4](=O)[NH:5][CH:6]=1.[CH3:11][N:12](C)[C:13]1[CH:18]=[CH:17][CH:16]=[CH:15][CH:14]=1, predict the reaction product. The product is: [CH3:11][N:12]([C:4]1[N:3]2[N:8]=[CH:9][CH:10]=[C:2]2[N:1]=[CH:6][N:5]=1)[C:13]1[CH:18]=[CH:17][CH:16]=[CH:15][CH:14]=1. (4) Given the reactants C([O:8][C:9]1[N:17]=[C:16]([O:18]CC2C=CC=CC=2)[C:15]([F:26])=[CH:14][C:10]=1[C:11]([OH:13])=[O:12])C1C=CC=CC=1, predict the reaction product. The product is: [OH:8][C:9]1[N:17]=[C:16]([OH:18])[C:15]([F:26])=[CH:14][C:10]=1[C:11]([OH:13])=[O:12].